Dataset: Forward reaction prediction with 1.9M reactions from USPTO patents (1976-2016). Task: Predict the product of the given reaction. (1) Given the reactants [CH2:1]([O:3][C:4]([C:6]1([C:9]2[CH:14]=[CH:13][C:12]([C:15]3[CH:20]=[CH:19][C:18]([C:21]4[S:22][C:23]([Cl:29])=[CH:24][C:25]=4C(=O)N)=[CH:17][CH:16]=3)=[CH:11][CH:10]=2)[CH2:8][CH2:7]1)=[O:5])[CH3:2].[N:30]1[CH:35]=CC=CC=1.FC(F)(F)C(OI(C1C=CC=CC=1)OC(=O)C(F)(F)F)=[O:39].[S:57]1[CH:61]=[CH:60][C:59]([CH:62]([OH:64])[CH3:63])=[CH:58]1, predict the reaction product. The product is: [CH2:1]([O:3][C:4]([C:6]1([C:9]2[CH:10]=[CH:11][C:12]([C:15]3[CH:16]=[CH:17][C:18]([C:21]4[S:22][C:23]([Cl:29])=[CH:24][C:25]=4[NH:30][C:35]([O:64][CH:62]([C:59]4[CH:60]=[CH:61][S:57][CH:58]=4)[CH3:63])=[O:39])=[CH:19][CH:20]=3)=[CH:13][CH:14]=2)[CH2:8][CH2:7]1)=[O:5])[CH3:2]. (2) Given the reactants C(=O)([O-])[O-].[Cs+].[Cs+].[NH2:7][C:8]1[CH:9]=[CH:10][C:11]2[N:15]=[C:14]([N:16]3[CH2:20][CH:19]4[CH2:21][N:22]([C:24]([O:26][C:27]([CH3:30])([CH3:29])[CH3:28])=[O:25])[CH2:23][CH:18]4[CH2:17]3)[N:13]([CH2:31][CH:32]=[C:33]([CH3:35])[CH3:34])[C:12]=2[CH:36]=1.[C:37](Cl)(=[O:44])[C:38]1[CH:43]=[CH:42][CH:41]=[CH:40][CH:39]=1, predict the reaction product. The product is: [C:37]([NH:7][C:8]1[CH:9]=[CH:10][C:11]2[N:15]=[C:14]([N:16]3[CH2:17][CH:18]4[CH2:23][N:22]([C:24]([O:26][C:27]([CH3:29])([CH3:30])[CH3:28])=[O:25])[CH2:21][CH:19]4[CH2:20]3)[N:13]([CH2:31][CH:32]=[C:33]([CH3:35])[CH3:34])[C:12]=2[CH:36]=1)(=[O:44])[C:38]1[CH:43]=[CH:42][CH:41]=[CH:40][CH:39]=1. (3) The product is: [S:1]1[C:5]2[CH:6]=[CH:7][CH:8]=[CH:9][C:4]=2[C:3]([N:10]2[CH2:15][CH2:14][N:13]([CH2:16][CH2:17][CH2:18][C:20]3[CH:21]=[C:22]4[C:26](=[CH:27][CH:28]=3)[C:25]([CH3:29])([CH3:30])[C:24](=[O:31])[C:23]4([CH3:33])[CH3:32])[CH2:12][CH2:11]2)=[N:2]1. Given the reactants [S:1]1[C:5]2[CH:6]=[CH:7][CH:8]=[CH:9][C:4]=2[C:3]([N:10]2[CH2:15][CH2:14][N:13]([CH2:16][CH2:17][CH:18]([C:20]3[CH:21]=[C:22]4[C:26](=[CH:27][CH:28]=3)[C:25]([CH3:30])([CH3:29])[C:24](=[O:31])[C:23]4([CH3:33])[CH3:32])Cl)[CH2:12][CH2:11]2)=[N:2]1.C([SnH](CCCC)CCCC)CCC.CC(N=NC(C#N)(C)C)(C#N)C, predict the reaction product. (4) Given the reactants [OH-].[Na+].[CH3:3][O:4][C:5]1[N:10]=[CH:9][C:8]([N:11]2[C:15]([C:16]([O:18]CC)=[O:17])=[CH:14][C:13]([Si:21]([CH3:24])([CH3:23])[CH3:22])=[N:12]2)=[CH:7][CH:6]=1, predict the reaction product. The product is: [CH3:3][O:4][C:5]1[N:10]=[CH:9][C:8]([N:11]2[C:15]([C:16]([OH:18])=[O:17])=[CH:14][C:13]([Si:21]([CH3:22])([CH3:24])[CH3:23])=[N:12]2)=[CH:7][CH:6]=1. (5) Given the reactants [OH:1][CH2:2][CH2:3][C:4]1[N:5]=[C:6]([C:9]2[CH:14]=[CH:13][CH:12]=[CH:11][C:10]=2[NH:15][C:16]([O:18][CH2:19][CH:20]2[CH2:25][CH2:24][N:23](C(OC(C)(C)C)=O)[CH2:22][CH2:21]2)=[O:17])[S:7][CH:8]=1.[ClH:33], predict the reaction product. The product is: [ClH:33].[OH:1][CH2:2][CH2:3][C:4]1[N:5]=[C:6]([C:9]2[CH:14]=[CH:13][CH:12]=[CH:11][C:10]=2[NH:15][C:16](=[O:17])[O:18][CH2:19][CH:20]2[CH2:25][CH2:24][NH:23][CH2:22][CH2:21]2)[S:7][CH:8]=1. (6) Given the reactants [OH:1][C:2]1[CH:10]=[CH:9][CH:8]=[C:7]2[C:3]=1[CH:4]=[CH:5][NH:6]2.[Cl:11][C:12]1[CH:19]=[CH:18][C:15]([CH2:16]Br)=[CH:14][CH:13]=1.C(OC1C=CC=C2C=1C=CN2)CC1C=CC=CC=1, predict the reaction product. The product is: [Cl:11][C:12]1[CH:19]=[CH:18][C:15]([CH2:16][O:1][C:2]2[CH:10]=[CH:9][CH:8]=[C:7]3[C:3]=2[CH:4]=[CH:5][NH:6]3)=[CH:14][CH:13]=1. (7) Given the reactants [Cl:1][CH2:2][C:3]1[C:4]2[N:5]([C:9]([CH3:13])=[C:10]([CH3:12])[N:11]=2)[CH:6]=[CH:7][CH:8]=1.[CH3:14][C:15]1[CH:21]=[CH:20][CH:19]=[C:18]([CH3:22])[C:16]=1[NH2:17].C(=O)([O-])[O-].[Na+].[Na+].[I-].[Na+], predict the reaction product. The product is: [ClH:1].[CH3:12][C:10]1[N:11]=[C:4]2[C:3]([CH2:2][NH:17][C:16]3[C:18]([CH3:22])=[CH:19][CH:20]=[CH:21][C:15]=3[CH3:14])=[CH:8][CH:7]=[CH:6][N:5]2[C:9]=1[CH3:13]. (8) Given the reactants Cl[C:2]1[C:7]([N+:8]([O-])=O)=[CH:6][CH:5]=[C:4]([CH3:11])[N:3]=1.[C:12]1([NH:18][C:19](=O)[CH3:20])[CH:17]=[CH:16][CH:15]=[CH:14][CH:13]=1, predict the reaction product. The product is: [CH3:20][C:19]1[N:18]([C:12]2[CH:17]=[CH:16][CH:15]=[CH:14][CH:13]=2)[C:2]2=[N:3][C:4]([CH3:11])=[CH:5][CH:6]=[C:7]2[N:8]=1. (9) The product is: [CH2:1]([O:3][C:4]([C:5]1[C:6]([OH:8])=[C:17]2[CH:16]=[N:15][N:14]([CH2:18][C:19]3[CH:24]=[CH:23][C:22]([O:25][CH3:26])=[CH:21][CH:20]=3)[C:13]2=[N:12][CH:11]=1)=[O:27])[CH3:2]. Given the reactants [CH2:1]([O:3][C:4](=[O:27])[C:5](=[CH:11][NH:12][C:13]1[N:14]([CH2:18][C:19]2[CH:24]=[CH:23][C:22]([O:25][CH3:26])=[CH:21][CH:20]=2)[N:15]=[CH:16][CH:17]=1)[C:6]([O:8]CC)=O)[CH3:2], predict the reaction product.